Predict which catalyst facilitates the given reaction. From a dataset of Catalyst prediction with 721,799 reactions and 888 catalyst types from USPTO. Reactant: [OH-].[K+].C(=O)(OC)[O:4][C:5]1[CH:10]=[C:9]([N+:11]([O-:13])=[O:12])[C:8]([C:14]([CH3:17])([CH3:16])[CH3:15])=[CH:7][C:6]=1[Cl:18].Cl. Product: [C:14]([C:8]1[C:9]([N+:11]([O-:13])=[O:12])=[CH:10][C:5]([OH:4])=[C:6]([Cl:18])[CH:7]=1)([CH3:17])([CH3:15])[CH3:16]. The catalyst class is: 5.